The task is: Predict the reactants needed to synthesize the given product.. This data is from Full USPTO retrosynthesis dataset with 1.9M reactions from patents (1976-2016). (1) Given the product [C:52]([O:56][C:57](=[O:58])[N:59]([C@@H:60]([CH3:61])[C:62]([NH:69][C@@H:8]([CH:38]1[CH2:43][CH2:42][CH2:41][CH2:40][CH2:39]1)[C:9]([N:11]1[C@H:16]([C:17](=[O:29])[NH:18][C@H:19]2[C:28]3[C:23](=[CH:24][CH:25]=[CH:26][CH:27]=3)[O:22][CH2:21][CH2:20]2)[CH2:15][N:14]2[CH2:30][C@H:31]([O:33][CH2:34][CH:35]3[CH2:36][CH2:37]3)[CH2:32][C@@H:13]2[CH2:12]1)=[O:10])=[O:63])[CH3:65])([CH3:55])([CH3:54])[CH3:53], predict the reactants needed to synthesize it. The reactants are: C(OC(=O)N[C@@H:8]([CH:38]1[CH2:43][CH2:42][CH2:41][CH2:40][CH2:39]1)[C:9]([N:11]1[C@H:16]([C:17](=[O:29])[NH:18][C@H:19]2[C:28]3[C:23](=[CH:24][CH:25]=[CH:26][CH:27]=3)[O:22][CH2:21][CH2:20]2)[CH2:15][N:14]2[CH2:30][C@H:31]([O:33][CH2:34][CH:35]3[CH2:37][CH2:36]3)[CH2:32][C@@H:13]2[CH2:12]1)=[O:10])(C)(C)C.C(OCC)(=O)C.Cl.[C:52]([O:56][C:57]([N:59]([CH3:65])[C@H:60]([C:62](O)=[O:63])[CH3:61])=[O:58])([CH3:55])([CH3:54])[CH3:53].Cl.C([N:69]=C=NCCCN(C)C)C.ON1C2C=CC=CC=2N=N1.C(N(CC)C(C)C)(C)C. (2) Given the product [C:1]([C:3]1[CH:8]=[C:7]([CH3:9])[CH:6]=[CH:5][C:4]=1[C:10]1[CH:15]=[C:14]([C:16]([N:18]2[CH2:21][CH:20]([OH:22])[CH2:19]2)=[O:17])[CH:13]=[C:12]([C:23]([OH:25])=[O:24])[CH:11]=1)#[N:2], predict the reactants needed to synthesize it. The reactants are: [C:1]([C:3]1[CH:8]=[C:7]([CH3:9])[CH:6]=[CH:5][C:4]=1[C:10]1[CH:15]=[C:14]([C:16]([N:18]2[CH2:21][CH:20]([OH:22])[CH2:19]2)=[O:17])[CH:13]=[C:12]([C:23]([O:25]CC)=[O:24])[CH:11]=1)#[N:2].[OH-].[Na+].C(#N)C.Cl. (3) Given the product [CH3:1][CH:2]([C:9]1[CH:14]=[CH:13][CH:12]=[CH:11][C:10]=1[O:15][S:23]([C:26]([F:29])([F:28])[F:27])(=[O:24])=[O:22])[C:3]#[C:4][Si:5]([CH3:8])([CH3:6])[CH3:7], predict the reactants needed to synthesize it. The reactants are: [CH3:1][CH:2]([C:9]1[CH:14]=[CH:13][CH:12]=[CH:11][C:10]=1[OH:15])[C:3]#[C:4][Si:5]([CH3:8])([CH3:7])[CH3:6].N1C=CC=CC=1.[O:22](S(C(F)(F)F)(=O)=O)[S:23]([C:26]([F:29])([F:28])[F:27])(=O)=[O:24].